This data is from Forward reaction prediction with 1.9M reactions from USPTO patents (1976-2016). The task is: Predict the product of the given reaction. (1) Given the reactants [Cl:1][C:2]1[CH:7]=[CH:6][C:5](/[CH:8]=[CH:9]/[C:10]([O:12][C:13]([CH3:16])([CH3:15])[CH3:14])=[O:11])=[CH:4][C:3]=1[N+:17]([O-])=O.C1CCCCC1.C(OCC)(=O)C, predict the reaction product. The product is: [NH2:17][C:3]1[CH:4]=[C:5]([CH2:8][CH2:9][C:10]([O:12][C:13]([CH3:16])([CH3:15])[CH3:14])=[O:11])[CH:6]=[CH:7][C:2]=1[Cl:1]. (2) Given the reactants C([O:8][C:9]1[C:14]([CH3:15])=[CH:13][C:12]([C:16]2[NH:17][C:18](=[O:30])[C:19]3[C:20]([O:28][CH3:29])=[CH:21][C:22]([O:26][CH3:27])=[N:23][C:24]=3[CH:25]=2)=[CH:11][C:10]=1[CH3:31])C1C=CC=CC=1, predict the reaction product. The product is: [OH:8][C:9]1[C:10]([CH3:31])=[CH:11][C:12]([C:16]2[NH:17][C:18](=[O:30])[C:19]3[C:20]([O:28][CH3:29])=[CH:21][C:22]([O:26][CH3:27])=[N:23][C:24]=3[CH:25]=2)=[CH:13][C:14]=1[CH3:15].